Dataset: Full USPTO retrosynthesis dataset with 1.9M reactions from patents (1976-2016). Task: Predict the reactants needed to synthesize the given product. (1) Given the product [Cl:16][C:14]1[CH:15]=[C:10]([NH:9][CH3:8])[CH:11]=[N:12][C:13]=1[Cl:17], predict the reactants needed to synthesize it. The reactants are: [H-].[Na+].CC(O[C:8](=O)[NH:9][C:10]1[CH:11]=[N:12][C:13]([Cl:17])=[C:14]([Cl:16])[CH:15]=1)(C)C.CI. (2) Given the product [C:1]([N:4]1[C:13]2[C:8](=[CH:9][C:10]([C:28]3[CH:29]=[CH:30][C:25]([CH:23]=[O:24])=[CH:26][CH:27]=3)=[CH:11][CH:12]=2)[C@H:7]([NH:15][C:16](=[O:21])[O:17][CH:18]([CH3:20])[CH3:19])[CH2:6][C@@H:5]1[CH3:22])(=[O:3])[CH3:2], predict the reactants needed to synthesize it. The reactants are: [C:1]([N:4]1[C:13]2[C:8](=[CH:9][C:10](Br)=[CH:11][CH:12]=2)[C@H:7]([NH:15][C:16](=[O:21])[O:17][CH:18]([CH3:20])[CH3:19])[CH2:6][C@@H:5]1[CH3:22])(=[O:3])[CH3:2].[CH:23]([C:25]1[CH:30]=[CH:29][C:28](B(O)O)=[CH:27][CH:26]=1)=[O:24].C(=O)([O-])[O-].[K+].[K+]. (3) Given the product [C:1]([C:6]1[CH:7]=[C:8]([C:33]#[N:34])[C:9]([N:20]2[CH2:21][CH2:22][CH:23]([C:26]([OH:28])=[O:27])[CH2:24][CH2:25]2)=[N:10][C:11]=1[CH2:12][N:13]1[CH2:18][CH2:17][CH2:16][CH2:15][C:14]1=[O:19])(=[O:5])[CH2:2][CH2:3][CH3:4], predict the reactants needed to synthesize it. The reactants are: [C:1]([C:6]1[CH:7]=[C:8]([C:33]#[N:34])[C:9]([N:20]2[CH2:25][CH2:24][CH:23]([C:26]([O:28]C(C)(C)C)=[O:27])[CH2:22][CH2:21]2)=[N:10][C:11]=1[CH2:12][N:13]1[CH2:18][CH2:17][CH2:16][CH2:15][C:14]1=[O:19])(=[O:5])[CH2:2][CH2:3][CH3:4].C(O)(C(F)(F)F)=O. (4) Given the product [CH3:13][C@H:14]1[O:18][C:17](=[O:19])[N:16]([C:2]2[CH:3]=[CH:4][C:5]([C:6]([OH:8])=[O:7])=[CH:11][CH:12]=2)[CH2:15]1, predict the reactants needed to synthesize it. The reactants are: I[C:2]1[CH:12]=[CH:11][C:5]([C:6]([O:8]CC)=[O:7])=[CH:4][CH:3]=1.[CH3:13][C@H:14]1[O:18][C:17](=[O:19])[NH:16][CH2:15]1. (5) Given the product [N:38]1([CH2:37][CH2:36][CH2:35][CH2:34][C:31]2[N:30]=[N:29][C:28]([O:18][CH2:17][C:15]3[N:16]=[C:12]([CH:11]=[CH:10][C:7]4[CH:8]=[CH:9][C:4]([O:3][C:2]([F:1])([F:19])[F:20])=[CH:5][CH:6]=4)[O:13][CH:14]=3)=[CH:33][CH:32]=2)[CH:42]=[CH:41][N:40]=[N:39]1, predict the reactants needed to synthesize it. The reactants are: [F:1][C:2]([F:20])([F:19])[O:3][C:4]1[CH:9]=[CH:8][C:7]([CH:10]=[CH:11][C:12]2[O:13][CH:14]=[C:15]([CH2:17][OH:18])[N:16]=2)=[CH:6][CH:5]=1.CC(C)([O-])C.[Na+].Cl[C:28]1[N:29]=[N:30][C:31]([CH2:34][CH2:35][CH2:36][CH2:37][N:38]2[CH:42]=[CH:41][N:40]=[N:39]2)=[CH:32][CH:33]=1.C(OCC)(=O)C. (6) Given the product [CH3:18][O:17][C:14]1[CH:15]=[C:16]2[C:11]([C:10]([C:19]([O:21][CH3:22])=[O:20])=[CH:9][C:8](=[O:23])[N:7]2[CH2:6][CH:2]=[O:1])=[CH:12][CH:13]=1, predict the reactants needed to synthesize it. The reactants are: [O:1]1CCO[CH:2]1[CH2:6][N:7]1[C:16]2[C:11](=[CH:12][CH:13]=[C:14]([O:17][CH3:18])[CH:15]=2)[C:10]([C:19]([O:21][CH3:22])=[O:20])=[CH:9][C:8]1=[O:23].FC(F)(F)C(O)=O. (7) The reactants are: C(=O)([O-])[O-].[K+].[K+].[N:7]1[CH:12]=[CH:11][CH:10]=[C:9](B(O)O)[CH:8]=1.Br[C:17]1[CH:22]=[CH:21][N:20]2[CH:23]=[CH:24][N:25]=[C:19]2[CH:18]=1. Given the product [N:7]1[CH:12]=[CH:11][CH:10]=[C:9]([C:17]2[CH:22]=[CH:21][N:20]3[CH:23]=[CH:24][N:25]=[C:19]3[CH:18]=2)[CH:8]=1, predict the reactants needed to synthesize it. (8) Given the product [C:13]1([S:19]([N:8]2[C:5]3=[N:6][CH:7]=[C:2]([Br:1])[CH:3]=[C:4]3[C:10]([CH:11]=[O:12])=[CH:9]2)(=[O:21])=[O:20])[CH:18]=[CH:17][CH:16]=[CH:15][CH:14]=1, predict the reactants needed to synthesize it. The reactants are: [Br:1][C:2]1[CH:3]=[C:4]2[C:10]([CH:11]=[O:12])=[CH:9][NH:8][C:5]2=[N:6][CH:7]=1.[C:13]1([S:19](Cl)(=[O:21])=[O:20])[CH:18]=[CH:17][CH:16]=[CH:15][CH:14]=1.[OH-].[Na+].